Predict the reaction yield, written as a fraction of the theoretical maximum amount of product (1.0 means a 100% yield; for example, 0.34 means a 34% yield). From a dataset of Reaction yield outcomes from USPTO patents with 853,638 reactions. (1) The reactants are [NH2:1][C:2]1[C:3]([C:9]([O:11][CH3:12])=[O:10])=[N:4][C:5](Br)=[CH:6][CH:7]=1.[F:13][C:14]1[CH:19]=[CH:18][CH:17]=[C:16]([F:20])[C:15]=1B(O)O. The catalyst is C1C=CC(P(C2C=CC=CC=2)[C-]2C=CC=C2)=CC=1.C1C=CC(P(C2C=CC=CC=2)[C-]2C=CC=C2)=CC=1.Cl[Pd]Cl.[Fe+2].C(Cl)Cl.COCCOC. The product is [NH2:1][C:2]1[C:3]([C:9]([O:11][CH3:12])=[O:10])=[N:4][C:5]([C:15]2[C:14]([F:13])=[CH:19][CH:18]=[CH:17][C:16]=2[F:20])=[CH:6][CH:7]=1. The yield is 0.470. (2) The reactants are [CH2:1]([N:8]1[C:12]([NH2:13])=[C:11]([CH3:14])[CH:10]=[N:9]1)[C:2]1[CH:7]=[CH:6][CH:5]=[CH:4][CH:3]=1.[O:15]1[CH2:20][CH2:19][C:18](=O)[CH2:17][CH2:16]1.C([BH3-])#N.[Na+].O. The catalyst is C(O)(=O)C. The product is [CH2:1]([N:8]1[C:12]([NH:13][CH:18]2[CH2:19][CH2:20][O:15][CH2:16][CH2:17]2)=[C:11]([CH3:14])[CH:10]=[N:9]1)[C:2]1[CH:3]=[CH:4][CH:5]=[CH:6][CH:7]=1. The yield is 0.380. (3) The reactants are [NH2:1][CH2:2][CH:3]([C:18]1[C:19]([CH3:35])=[C:20]([NH:24][C:25](=[O:34])[O:26][CH2:27][C:28]2[CH:33]=[CH:32][CH:31]=[CH:30][CH:29]=2)[CH:21]=[CH:22][CH:23]=1)[C:4]1[C:12]2[C:7](=[CH:8][C:9]([O:13][CH2:14][CH2:15][O:16][CH3:17])=[CH:10][CH:11]=2)[NH:6][CH:5]=1.O=[CH:37][C:38]([O:40][CH2:41][CH3:42])=[O:39].C1(C)C=CC=CC=1.Cl.O1CCOCC1. The catalyst is C(OCC)(=O)C.C(Cl)Cl. The product is [CH2:27]([O:26][C:25]([NH:24][C:20]1[C:19]([CH3:35])=[C:18]([C:3]2[C:4]3[C:12]4[C:7](=[CH:8][C:9]([O:13][CH2:14][CH2:15][O:16][CH3:17])=[CH:10][CH:11]=4)[NH:6][C:5]=3[C:37]([C:38]([O:40][CH2:41][CH3:42])=[O:39])=[N:1][CH:2]=2)[CH:23]=[CH:22][CH:21]=1)=[O:34])[C:28]1[CH:33]=[CH:32][CH:31]=[CH:30][CH:29]=1. The yield is 0.438. (4) The reactants are [NH:1]([C:8]([NH:10][C:11]1[CH:12]=[CH:13][C:14]([O:21][CH:22]([C:29]2[CH:34]=[CH:33][CH:32]=[CH:31][CH:30]=2)[C:23]2[CH:28]=[CH:27][CH:26]=[CH:25][CH:24]=2)=[C:15]([CH:20]=1)[C:16]([O:18]C)=[O:17])=[O:9])[C:2]1[CH:7]=[CH:6][CH:5]=[CH:4][CH:3]=1.[OH-].[Na+].CO. The catalyst is O. The product is [NH:1]([C:8]([NH:10][C:11]1[CH:12]=[CH:13][C:14]([O:21][CH:22]([C:29]2[CH:34]=[CH:33][CH:32]=[CH:31][CH:30]=2)[C:23]2[CH:24]=[CH:25][CH:26]=[CH:27][CH:28]=2)=[C:15]([CH:20]=1)[C:16]([OH:18])=[O:17])=[O:9])[C:2]1[CH:7]=[CH:6][CH:5]=[CH:4][CH:3]=1. The yield is 0.606. (5) The reactants are [Br:1]Br.[Cl:3][C:4]1[CH:9]=[CH:8][C:7]([CH2:10][CH2:11][C:12]2[CH:13]=[C:14]([C:17]([OH:19])=[O:18])[NH:15][CH:16]=2)=[CH:6][CH:5]=1.O. The catalyst is C(O)(=O)C.CCOC(C)=O. The product is [Br:1][C:16]1[NH:15][C:14]([C:17]([OH:19])=[O:18])=[CH:13][C:12]=1[CH2:11][CH2:10][C:7]1[CH:6]=[CH:5][C:4]([Cl:3])=[CH:9][CH:8]=1. The yield is 0.577. (6) The reactants are [Br:1][C:2]1[CH:3]=[C:4]2[C:9](=[CH:10][CH:11]=1)[C:8](=[O:12])[CH2:7][CH2:6][CH2:5]2.[BH4-].[Na+]. The catalyst is CCO.O. The product is [Br:1][C:2]1[CH:3]=[C:4]2[C:9](=[CH:10][CH:11]=1)[CH:8]([OH:12])[CH2:7][CH2:6][CH2:5]2. The yield is 0.940.